Dataset: Reaction yield outcomes from USPTO patents with 853,638 reactions. Task: Predict the reaction yield, written as a fraction of the theoretical maximum amount of product (1.0 means a 100% yield; for example, 0.34 means a 34% yield). The reactants are C[O:2][C:3]1[CH:4]=[C:5]2[C:9](=[CH:10][C:11]=1[C:12]([F:15])([F:14])[F:13])[N:8]([CH3:16])[CH:7]=[C:6]2[CH3:17].B(Br)(Br)Br. The catalyst is C(Cl)Cl. The product is [CH3:16][N:8]1[C:9]2[C:5](=[CH:4][C:3]([OH:2])=[C:11]([C:12]([F:13])([F:14])[F:15])[CH:10]=2)[C:6]([CH3:17])=[CH:7]1. The yield is 0.750.